Task: Predict which catalyst facilitates the given reaction.. Dataset: Catalyst prediction with 721,799 reactions and 888 catalyst types from USPTO (1) Reactant: Cl.[C:2]1([CH3:10])[CH:7]=[CH:6][CH:5]=[CH:4][C:3]=1[NH:8][NH2:9].O1CCOCC1.[OH-].[Na+].CN([CH:22]=[N:23][C:24](=O)[C:25]1[CH:30]=[CH:29][CH:28]=[CH:27][CH:26]=1)C. Product: [CH3:10][C:2]1[CH:7]=[CH:6][CH:5]=[CH:4][C:3]=1[N:8]1[C:24]([C:25]2[CH:30]=[CH:29][CH:28]=[CH:27][CH:26]=2)=[N:23][CH:22]=[N:9]1. The catalyst class is: 211. (2) Reactant: [CH2:1]([O:3][C:4]([N:6]1[CH2:11][CH2:10][CH:9]([NH:12][S:13]([C:16]2[C:25]3[C:20](=[C:21]([CH2:26][NH2:27])[CH:22]=[CH:23][CH:24]=3)[CH:19]=[CH:18][CH:17]=2)(=[O:15])=[O:14])[CH2:8][CH2:7]1)=[O:5])[CH3:2].[Cl:28][C:29]1[CH:36]=[CH:35][C:32]([CH:33]=O)=[CH:31][CH:30]=1.C([BH3-])#N.[Na+]. Product: [CH2:1]([O:3][C:4]([N:6]1[CH2:11][CH2:10][CH:9]([NH:12][S:13]([C:16]2[C:25]3[C:20](=[C:21]([CH2:26][NH:27][CH2:33][C:32]4[CH:35]=[CH:36][C:29]([Cl:28])=[CH:30][CH:31]=4)[CH:22]=[CH:23][CH:24]=3)[CH:19]=[CH:18][CH:17]=2)(=[O:14])=[O:15])[CH2:8][CH2:7]1)=[O:5])[CH3:2].[CH:4]([O-:5])=[O:3]. The catalyst class is: 5. (3) Reactant: [O:1]=[C:2]1[CH2:8][C:7](=[O:9])[N:6]([C:10]2[CH:20]=[CH:19][C:13]([C:14]([O:16]CC)=[O:15])=[CH:12][CH:11]=2)[C:5]2[CH:21]=[CH:22][C:23]3[C:28]([C:4]=2[NH:3]1)=[CH:27][CH:26]=[CH:25][CH:24]=3.[OH-].[Na+]. Product: [O:1]=[C:2]1[CH2:8][C:7](=[O:9])[N:6]([C:10]2[CH:11]=[CH:12][C:13]([C:14]([OH:16])=[O:15])=[CH:19][CH:20]=2)[C:5]2[CH:21]=[CH:22][C:23]3[C:28]([C:4]=2[NH:3]1)=[CH:27][CH:26]=[CH:25][CH:24]=3. The catalyst class is: 40. (4) The catalyst class is: 9. Reactant: [C:1]([O:5][C:6]([NH:8][CH2:9][C:10]1[C:11]([CH2:27][CH:28]([CH3:30])[CH3:29])=[N:12][C:13]([CH3:26])=[C:14]([C:18]=1[C:19]1[CH:24]=[CH:23][C:22]([CH3:25])=[CH:21][CH:20]=1)[C:15](O)=[O:16])=[O:7])([CH3:4])([CH3:3])[CH3:2].[NH4+].O[N:33]1C2C=CC=CC=2N=N1.Cl.C(N=C=NCCCN(C)C)C. Product: [C:1]([O:5][C:6](=[O:7])[NH:8][CH2:9][C:10]1[C:11]([CH2:27][CH:28]([CH3:29])[CH3:30])=[N:12][C:13]([CH3:26])=[C:14]([C:15]([NH2:33])=[O:16])[C:18]=1[C:19]1[CH:24]=[CH:23][C:22]([CH3:25])=[CH:21][CH:20]=1)([CH3:2])([CH3:3])[CH3:4]. (5) Reactant: [C:1]([O:5][C:6](=[O:43])[CH2:7][N:8]([CH2:33][C:34]1[CH:42]=[CH:41][C:37]([C:38]([OH:40])=[O:39])=[CH:36][CH:35]=1)[C:9](=[O:32])[C:10]1[CH:15]=[CH:14][C:13]([NH:16][C:17](=[O:31])[CH2:18][C:19]2[CH:24]=[CH:23][C:22]([O:25][CH3:26])=[CH:21][C:20]=2[C:27]([F:30])([F:29])[F:28])=[CH:12][CH:11]=1)([CH3:4])([CH3:3])[CH3:2].Br[CH2:45][C:46]([C:48]1[CH:53]=[CH:52][C:51]([C:54]2[CH:59]=[CH:58][C:57]([CH3:60])=[CH:56][CH:55]=2)=[CH:50][CH:49]=1)=[O:47].CCN(C(C)C)C(C)C. Product: [C:1]([O:5][C:6](=[O:43])[CH2:7][N:8]([CH2:33][C:34]1[CH:42]=[CH:41][C:37]([C:38]([O:40][CH2:45][C:46]([C:48]2[CH:53]=[CH:52][C:51]([C:54]3[CH:59]=[CH:58][C:57]([CH3:60])=[CH:56][CH:55]=3)=[CH:50][CH:49]=2)=[O:47])=[O:39])=[CH:36][CH:35]=1)[C:9](=[O:32])[C:10]1[CH:11]=[CH:12][C:13]([NH:16][C:17](=[O:31])[CH2:18][C:19]2[CH:24]=[CH:23][C:22]([O:25][CH3:26])=[CH:21][C:20]=2[C:27]([F:28])([F:29])[F:30])=[CH:14][CH:15]=1)([CH3:4])([CH3:2])[CH3:3]. The catalyst class is: 10. (6) Reactant: [CH:1]([C:4]1[C:5]([CH2:10][NH:11][CH2:12][C:13]2[C:18]([CH3:19])=[CH:17][CH:16]=[CH:15][N:14]=2)=[N:6][CH:7]=[CH:8][CH:9]=1)([CH3:3])[CH3:2].[CH3:20][O:21][C:22](=[O:33])[C:23]1[CH:28]=[C:27]([C:29]#[N:30])[CH:26]=[CH:25][C:24]=1[CH2:31]Br.CCN(C(C)C)C(C)C. Product: [CH3:20][O:21][C:22](=[O:33])[C:23]1[CH:28]=[C:27]([C:29]#[N:30])[CH:26]=[CH:25][C:24]=1[CH2:31][N:11]([CH2:10][C:5]1[C:4]([CH:1]([CH3:3])[CH3:2])=[CH:9][CH:8]=[CH:7][N:6]=1)[CH2:12][C:13]1[C:18]([CH3:19])=[CH:17][CH:16]=[CH:15][N:14]=1. The catalyst class is: 23. (7) Reactant: [Cl:1][C:2]1[CH:3]=[C:4]([CH:7]=[C:8]([O:10][C:11]2[C:16](=[O:17])[N:15]([CH2:18][C:19]3[CH:24]=[C:23]([CH:25]=[O:26])[C:22](=[O:27])[N:21]([CH2:28][C:29]4[CH:34]=[CH:33][C:32]([O:35][CH3:36])=[CH:31][CH:30]=4)[N:20]=3)[CH:14]=[N:13][C:12]=2[C:37]([F:40])([F:39])[F:38])[CH:9]=1)[C:5]#[N:6].[F-].[Cs+].[Si]([C:47]([F:50])([F:49])[F:48])(C)(C)C. Product: [Cl:1][C:2]1[CH:3]=[C:4]([CH:7]=[C:8]([O:10][C:11]2[C:16](=[O:17])[N:15]([CH2:18][C:19]3[CH:24]=[C:23]([CH:25]([OH:26])[C:47]([F:50])([F:49])[F:48])[C:22](=[O:27])[N:21]([CH2:28][C:29]4[CH:34]=[CH:33][C:32]([O:35][CH3:36])=[CH:31][CH:30]=4)[N:20]=3)[CH:14]=[N:13][C:12]=2[C:37]([F:40])([F:38])[F:39])[CH:9]=1)[C:5]#[N:6]. The catalyst class is: 20. (8) Reactant: [Br:1][C:2]1[CH:3]=[CH:4][C:5]2[O:9][C:8]3[CH:10]=[C:11]([S:14](Cl)(=[O:16])=[O:15])[CH:12]=[CH:13][C:7]=3[C:6]=2[CH:18]=1.O1C=CC(C2C=CC3OC4C=C(S(N[C@@H](C(C)C)C(O)=O)(=O)=O)C=CC=4C=3C=2)=C1.Cl.[NH2:49][CH2:50][C:51]([O:53][CH3:54])=[O:52].C(N(CC)C(C)C)(C)C. Product: [Br:1][C:2]1[CH:3]=[CH:4][C:5]2[O:9][C:8]3[CH:10]=[C:11]([S:14]([NH:49][CH2:50][C:51]([O:53][CH3:54])=[O:52])(=[O:16])=[O:15])[CH:12]=[CH:13][C:7]=3[C:6]=2[CH:18]=1. The catalyst class is: 2. (9) Reactant: [OH:1][C:2]1[CH:7]=[CH:6][CH:5]=[CH:4][C:3]=1[C:8](=[O:10])[CH3:9].[CH2:11](Br)[C:12]1[CH:17]=[CH:16][CH:15]=[CH:14][CH:13]=1.C([O-])([O-])=O.[K+].[K+]. Product: [CH2:11]([O:1][C:2]1[CH:7]=[CH:6][CH:5]=[CH:4][C:3]=1[C:8](=[O:10])[CH3:9])[C:12]1[CH:17]=[CH:16][CH:15]=[CH:14][CH:13]=1. The catalyst class is: 21. (10) Reactant: [C:1]([O:5][C:6]([NH:8][CH:9]([C@H:21]([CH3:29])[CH2:22][CH:23]([CH3:28])[CH2:24][CH2:25][CH:26]=[CH2:27])[C:10]([N:12]1[CH2:16][C@H:15]([OH:17])[CH2:14][C@H:13]1[C:18]([OH:20])=[O:19])=[O:11])=[O:7])([CH3:4])([CH3:3])[CH3:2].Cl[C:31]1[C:40]2[C:35](=[CH:36][CH:37]=[CH:38][CH:39]=2)[C:34]([O:41][CH2:42][CH3:43])=[CH:33][N:32]=1.CC([O-])(C)C.[K+]. Product: [C:1]([O:5][C:6]([NH:8][CH:9]([C@H:21]([CH3:29])[CH2:22][CH:23]([CH3:28])[CH2:24][CH2:25][CH:26]=[CH2:27])[C:10]([N:12]1[CH2:16][C@H:15]([O:17][C:31]2[C:40]3[C:35](=[CH:36][CH:37]=[CH:38][CH:39]=3)[C:34]([O:41][CH2:42][CH3:43])=[CH:33][N:32]=2)[CH2:14][C@H:13]1[C:18]([OH:20])=[O:19])=[O:11])=[O:7])([CH3:4])([CH3:3])[CH3:2]. The catalyst class is: 16.